Dataset: Full USPTO retrosynthesis dataset with 1.9M reactions from patents (1976-2016). Task: Predict the reactants needed to synthesize the given product. (1) Given the product [CH2:3]=[C:26]1[C@@H:24]2[O:25][C:10]3[C:11]4[C@:16]52[CH2:17][CH2:18][N:19]([CH2:20][CH:21]2[CH2:22][CH2:23]2)[C@H:14]([CH2:13][C:12]=4[CH:7]=[CH:8][C:9]=3[OH:31])[C@:15]5([OH:30])[CH2:29][CH2:28]1.[ClH:36], predict the reactants needed to synthesize it. The reactants are: O([C:3](C)(C)C)[K].[CH:7]1[C:12]2[CH2:13][C@H:14]3[N:19]([CH2:20][CH:21]4[CH2:23][CH2:22]4)[CH2:18][CH2:17][C@:16]45[C@H:24]([C:26]([CH2:28][CH2:29][C@@:15]34[OH:30])=O)[O:25][C:10]([C:11]=25)=[C:9]([OH:31])[CH:8]=1.C(O)(=O)C.[ClH:36]. (2) Given the product [C:1]([N:7]1[C:8]2[CH:13]=[CH:12][CH:11]=[CH:10][C:9]=2[S:5][CH:6]1[C:22]#[N:23])(=[O:3])[CH3:2], predict the reactants needed to synthesize it. The reactants are: [C:1](Cl)(=[O:3])[CH3:2].[S:5]1[C:9]2[CH:10]=[CH:11][CH:12]=[CH:13][C:8]=2[N:7]=[CH:6]1.[Al+3].[Cl-].[Cl-].[Cl-].C[Si]([C:22]#[N:23])(C)C. (3) Given the product [F:8][C:9]1[CH:10]=[C:11]([C@H:15]([N:17]2[CH2:22][CH2:21][CH2:20]/[C:19](=[CH:24]\[C:25]3[CH:30]=[CH:29][C:28]([N:31]4[CH:35]=[C:34]([CH3:36])[N:33]=[CH:32]4)=[C:27]([O:37][CH3:38])[CH:26]=3)/[C:18]2=[O:39])[CH3:16])[CH:12]=[CH:13][CH:14]=1, predict the reactants needed to synthesize it. The reactants are: [H-].[Na+].CN(C=O)C.[F:8][C:9]1[CH:10]=[C:11]([C@@H:15]([NH:17][C:18](=[O:39])[C:19](=[CH:24][C:25]2[CH:30]=[CH:29][C:28]([N:31]3[CH:35]=[C:34]([CH3:36])[N:33]=[CH:32]3)=[C:27]([O:37][CH3:38])[CH:26]=2)[CH2:20][CH2:21][CH2:22]Cl)[CH3:16])[CH:12]=[CH:13][CH:14]=1.O. (4) Given the product [Cl:1][C:2]1[S:6][C:5]([C:7]([NH:9][CH2:10][C:11]2[N:12]=[CH:13][N:14]([C:16]3[CH:21]=[CH:20][C:19]([N:25]4[C:26]([CH3:30])=[CH:27][CH:28]=[CH:29][C:24]4=[O:23])=[CH:18][CH:17]=3)[CH:15]=2)=[O:8])=[CH:4][CH:3]=1, predict the reactants needed to synthesize it. The reactants are: [Cl:1][C:2]1[S:6][C:5]([C:7]([NH:9][CH2:10][C:11]2[N:12]=[CH:13][N:14]([C:16]3[CH:21]=[CH:20][C:19](I)=[CH:18][CH:17]=3)[CH:15]=2)=[O:8])=[CH:4][CH:3]=1.[OH:23][C:24]1[CH:29]=[CH:28][CH:27]=[C:26]([CH3:30])[N:25]=1.OC1C=CC=C2C=1N=CC=C2.C([O-])([O-])=O.[K+].[K+]. (5) Given the product [Cl:18][C:5]1[CH:4]=[CH:3][C:2]([NH:1][C:19](=[O:22])[CH2:20][CH3:21])=[CH:7][C:6]=1[C:8]1[O:9][C:10]2[CH:16]=[CH:15][C:14]([CH3:17])=[CH:13][C:11]=2[N:12]=1, predict the reactants needed to synthesize it. The reactants are: [NH2:1][C:2]1[CH:3]=[CH:4][C:5]([Cl:18])=[C:6]([C:8]2[O:9][C:10]3[CH:16]=[CH:15][C:14]([CH3:17])=[CH:13][C:11]=3[N:12]=2)[CH:7]=1.[C:19](Cl)(=[O:22])[CH2:20][CH3:21].